Dataset: Reaction yield outcomes from USPTO patents with 853,638 reactions. Task: Predict the reaction yield, written as a fraction of the theoretical maximum amount of product (1.0 means a 100% yield; for example, 0.34 means a 34% yield). (1) The reactants are I([O-])(=O)(=O)=[O:2].[Na+].[F:7][C:8]([F:46])([F:45])[C:9]1[CH:10]=[C:11]([C:19]([CH3:44])([CH3:43])[C:20]([N:22]([CH3:42])[C:23]2[CH:24]=[N:25][C:26]([N:36]3[CH2:41][CH2:40][O:39][CH2:38][CH2:37]3)=[CH:27][C:28]=2[C:29]2[CH:34]=[CH:33][CH:32]=[CH:31][C:30]=2[CH3:35])=[O:21])[CH:12]=[C:13]([C:15]([F:18])([F:17])[F:16])[CH:14]=1. The catalyst is C(Cl)(Cl)(Cl)Cl.O.O.[Ru](=O)=O. The product is [F:46][C:8]([F:7])([F:45])[C:9]1[CH:10]=[C:11]([C:19]([CH3:44])([CH3:43])[C:20]([N:22]([CH3:42])[C:23]2[CH:24]=[N:25][C:26]([N:36]3[CH2:41][CH2:40][O:39][CH2:38][C:37]3=[O:2])=[CH:27][C:28]=2[C:29]2[CH:34]=[CH:33][CH:32]=[CH:31][C:30]=2[CH3:35])=[O:21])[CH:12]=[C:13]([C:15]([F:18])([F:16])[F:17])[CH:14]=1. The yield is 0.340. (2) The product is [C:1]([C:3]1[CH:4]=[CH:5][C:6]([O:9][C:10]2[CH:11]=[CH:12][C:13]3[O:17][C:16]([CH:18]([NH:25][C:26]4[CH:27]=[CH:28][C:29]([C:32]([N:34]([CH3:42])[CH2:35][CH2:36][C:37]([OH:39])=[O:38])=[O:33])=[CH:30][CH:31]=4)[CH:19]4[CH2:24][CH2:23][CH2:22][CH2:21][CH2:20]4)=[C:15]([CH3:43])[C:14]=3[CH:44]=2)=[N:7][CH:8]=1)#[N:2]. The yield is 0.870. The reactants are [C:1]([C:3]1[CH:4]=[CH:5][C:6]([O:9][C:10]2[CH:11]=[CH:12][C:13]3[O:17][C:16]([CH:18]([NH:25][C:26]4[CH:31]=[CH:30][C:29]([C:32]([N:34]([CH3:42])[CH2:35][CH2:36][C:37]([O:39]CC)=[O:38])=[O:33])=[CH:28][CH:27]=4)[CH:19]4[CH2:24][CH2:23][CH2:22][CH2:21][CH2:20]4)=[C:15]([CH3:43])[C:14]=3[CH:44]=2)=[N:7][CH:8]=1)#[N:2].[OH-].[Na+]. The catalyst is O1CCCC1. (3) The reactants are Br[C:2]1[CH:3]=[C:4]([CH2:8][NH:9][C:10]([C:12]2[CH:17]=[CH:16][CH:15]=[C:14]([C:18]([NH:20][CH2:21][C:22]3[C:23]([NH:35][CH:36]4[CH2:41][CH2:40][O:39][CH2:38][CH2:37]4)=[C:24]4[CH:32]=[N:31][N:30]([CH2:33][CH3:34])[C:25]4=[N:26][C:27]=3[CH2:28][CH3:29])=[O:19])[N:13]=2)=[O:11])[CH:5]=[CH:6][CH:7]=1.[CH:42]([C:44]1[CH:45]=[C:46](B(O)O)[CH:47]=[CH:48][CH:49]=1)=[O:43].C([O-])([O-])=O.[Na+].[Na+]. The catalyst is O1CCOCC1.O.C1C=CC(P(C2C=CC=CC=2)[C-]2C=CC=C2)=CC=1.C1C=CC(P(C2C=CC=CC=2)[C-]2C=CC=C2)=CC=1.Cl[Pd]Cl.[Fe+2]. The product is [CH2:33]([N:30]1[C:25]2=[N:26][C:27]([CH2:28][CH3:29])=[C:22]([CH2:21][NH:20][C:18]([C:14]3[CH:15]=[CH:16][CH:17]=[C:12]([C:10]([NH:9][CH2:8][C:4]4[CH:3]=[C:2]([C:48]5[CH:47]=[CH:46][CH:45]=[C:44]([CH:42]=[O:43])[CH:49]=5)[CH:7]=[CH:6][CH:5]=4)=[O:11])[N:13]=3)=[O:19])[C:23]([NH:35][CH:36]3[CH2:41][CH2:40][O:39][CH2:38][CH2:37]3)=[C:24]2[CH:32]=[N:31]1)[CH3:34]. The yield is 0.445. (4) The reactants are Cl[CH2:2][CH2:3][CH2:4][NH:5][C:6]([C:8]1[C:12]2[O:13][C:14]([C:18]3[CH:23]=[CH:22][CH:21]=[CH:20][CH:19]=3)=[CH:15][C:16](=[O:17])[C:11]=2[S:10][CH:9]=1)=[O:7].[F:24][C:25]([F:41])([F:40])[CH2:26][O:27][C:28]1[CH:33]=[CH:32][CH:31]=[CH:30][C:29]=1[N:34]1[CH2:39][CH2:38][NH:37][CH2:36][CH2:35]1.C(=O)([O-])[O-].[K+].[K+]. No catalyst specified. The product is [O:17]=[C:16]1[CH:15]=[C:14]([C:18]2[CH:23]=[CH:22][CH:21]=[CH:20][CH:19]=2)[O:13][C:12]2[C:8]([C:6]([NH:5][CH2:4][CH2:3][CH2:2][N:37]3[CH2:36][CH2:35][N:34]([C:29]4[CH:30]=[CH:31][CH:32]=[CH:33][C:28]=4[O:27][CH2:26][C:25]([F:40])([F:24])[F:41])[CH2:39][CH2:38]3)=[O:7])=[CH:9][S:10][C:11]1=2. The yield is 0.700. (5) The reactants are N1C2C=CC=CC=2NC=1C(O)=O.C1N=CN(C(N2C=NC=C2)=O)C=1.COC1C=CC(N2CCOCC2)=CC=1N.[CH3:40][O:41][C:42]1[CH:47]=[CH:46][C:45]([N:48]2[CH2:53][CH2:52][O:51][CH2:50][CH2:49]2)=[CH:44][C:43]=1[NH:54][C:55]([C:57]1[NH:61][C:60]2[CH:62]=[CH:63][CH:64]=[CH:65][C:59]=2[N:58]=1)=O.COC1C=CC(P2(SP(C3C=CC(OC)=CC=3)(=S)S2)=[S:75])=CC=1. The catalyst is CN(C=O)C.C1(C)C=CC=CC=1.O. The product is [CH3:40][O:41][C:42]1[CH:47]=[CH:46][C:45]([N:48]2[CH2:53][CH2:52][O:51][CH2:50][CH2:49]2)=[CH:44][C:43]=1[NH:54][C:55]([C:57]1[NH:61][C:60]2[CH:62]=[CH:63][CH:64]=[CH:65][C:59]=2[N:58]=1)=[S:75]. The yield is 0.860. (6) The yield is 0.966. The reactants are [CH2:1]([O:8][C:9]([NH:11][C@H:12]1[C@H:16]([O:17][CH3:18])[CH2:15][N:14](C(OC(C)(C)C)=O)[CH2:13]1)=[O:10])[C:2]1[CH:7]=[CH:6][CH:5]=[CH:4][CH:3]=1.Cl. The catalyst is C(Cl)Cl.O1CCOCC1. The product is [CH3:18][O:17][C@@H:16]1[CH2:15][NH:14][CH2:13][C@H:12]1[NH:11][C:9](=[O:10])[O:8][CH2:1][C:2]1[CH:7]=[CH:6][CH:5]=[CH:4][CH:3]=1.